Dataset: Catalyst prediction with 721,799 reactions and 888 catalyst types from USPTO. Task: Predict which catalyst facilitates the given reaction. Reactant: [Br:1][C:2]1[CH:7]=[CH:6][C:5]([C:8]2([C:12](O)=[O:13])[CH2:11][CH2:10][CH2:9]2)=[C:4]([O:15][CH3:16])[CH:3]=1.B.O1CCCC1. Product: [Br:1][C:2]1[CH:7]=[CH:6][C:5]([C:8]2([CH2:12][OH:13])[CH2:9][CH2:10][CH2:11]2)=[C:4]([O:15][CH3:16])[CH:3]=1. The catalyst class is: 7.